Dataset: Catalyst prediction with 721,799 reactions and 888 catalyst types from USPTO. Task: Predict which catalyst facilitates the given reaction. Reactant: [C:1]([O:5][C:6](=[O:38])[N:7]([CH3:37])[C@H:8]([C:10](=[O:36])[NH:11][C@@H:12]1[C:18](=[O:19])[N:17]([CH2:20][C:21]2[C:30]3[C:25](=[CH:26][CH:27]=[CH:28][CH:29]=3)[CH:24]=[CH:23][C:22]=2[CH3:31])[C:16]2[CH:32]=[CH:33][CH:34]=[CH:35][C:15]=2[NH:14][CH2:13]1)[CH3:9])([CH3:4])([CH3:3])[CH3:2].[C:39](O)(=[O:44])[CH2:40][C:41]([NH2:43])=[O:42].N1C=CC=CC=1.O=P(Cl)(Cl)Cl. Product: [C:1]([O:5][C:6](=[O:38])[N:7]([C@H:8]([C:10](=[O:36])[NH:11][C@@H:12]1[C:18](=[O:19])[N:17]([CH2:20][C:21]2[C:30]3[C:25](=[CH:26][CH:27]=[CH:28][CH:29]=3)[CH:24]=[CH:23][C:22]=2[CH3:31])[C:16]2[CH:32]=[CH:33][CH:34]=[CH:35][C:15]=2[N:14]([C:39](=[O:44])[CH2:40][C:41](=[O:42])[NH2:43])[CH2:13]1)[CH3:9])[CH3:37])([CH3:4])([CH3:2])[CH3:3]. The catalyst class is: 5.